From a dataset of NCI-60 drug combinations with 297,098 pairs across 59 cell lines. Regression. Given two drug SMILES strings and cell line genomic features, predict the synergy score measuring deviation from expected non-interaction effect. (1) Drug 1: C1=NC(=NC(=O)N1C2C(C(C(O2)CO)O)O)N. Drug 2: COCCOC1=C(C=C2C(=C1)C(=NC=N2)NC3=CC=CC(=C3)C#C)OCCOC.Cl. Cell line: HS 578T. Synergy scores: CSS=17.5, Synergy_ZIP=1.65, Synergy_Bliss=0.681, Synergy_Loewe=-3.60, Synergy_HSA=1.04. (2) Drug 1: CCC1(CC2CC(C3=C(CCN(C2)C1)C4=CC=CC=C4N3)(C5=C(C=C6C(=C5)C78CCN9C7C(C=CC9)(C(C(C8N6C=O)(C(=O)OC)O)OC(=O)C)CC)OC)C(=O)OC)O.OS(=O)(=O)O. Drug 2: CC1=C(C(=CC=C1)Cl)NC(=O)C2=CN=C(S2)NC3=CC(=NC(=N3)C)N4CCN(CC4)CCO. Cell line: SF-268. Synergy scores: CSS=-1.88, Synergy_ZIP=1.74, Synergy_Bliss=5.76, Synergy_Loewe=1.64, Synergy_HSA=2.37. (3) Drug 1: C1=NC2=C(N1)C(=S)N=CN2. Drug 2: CCN(CC)CCCC(C)NC1=C2C=C(C=CC2=NC3=C1C=CC(=C3)Cl)OC. Cell line: SF-268. Synergy scores: CSS=27.0, Synergy_ZIP=-0.293, Synergy_Bliss=3.94, Synergy_Loewe=-1.70, Synergy_HSA=3.78. (4) Drug 1: C#CCC(CC1=CN=C2C(=N1)C(=NC(=N2)N)N)C3=CC=C(C=C3)C(=O)NC(CCC(=O)O)C(=O)O. Drug 2: CCN(CC)CCCC(C)NC1=C2C=C(C=CC2=NC3=C1C=CC(=C3)Cl)OC. Cell line: SK-MEL-2. Synergy scores: CSS=24.5, Synergy_ZIP=-7.20, Synergy_Bliss=-6.42, Synergy_Loewe=-0.598, Synergy_HSA=-5.87.